Task: Predict the reactants needed to synthesize the given product.. Dataset: Full USPTO retrosynthesis dataset with 1.9M reactions from patents (1976-2016) (1) Given the product [CH3:22][O:21][CH:16]([O:19][CH3:20])[C:3]1[CH:4]=[C:5]([CH:11]=[CH:12][C:13]=1[O:14][CH3:15])[C:6]([O:8][CH2:9][CH3:10])=[O:7], predict the reactants needed to synthesize it. The reactants are: C([C:3]1[CH:4]=[C:5]([CH:11]=[CH:12][C:13]=1[O:14][CH3:15])[C:6]([O:8][CH2:9][CH3:10])=[O:7])=O.[CH:16]([O:21][CH3:22])([O:19][CH3:20])OC.O.C1(C)C=CC(S(O)(=O)=O)=CC=1.C(=O)(O)[O-].[Na+]. (2) Given the product [C:10]1(=[O:11])[NH:9][C:7](=[O:8])[C:5]2=[CH:6][CH:1]=[CH:2][CH:3]=[C:4]12, predict the reactants needed to synthesize it. The reactants are: [CH:1]1[CH:6]=[C:5]2[C:7]([N:9](CC=O)[C:10](=[O:11])[C:4]2=[CH:3][CH:2]=1)=[O:8].C(O[BH-](OC(=O)C)OC(=O)C)(=O)C.[Na+].C(=O)([O-])O.[Na+]. (3) Given the product [CH3:1][O:2][C:3]1[CH:8]=[CH:7][C:6]([C:9]2([CH3:16])[CH2:10][O:11][CH2:12][C:13]([CH2:17][NH2:18])=[N:14]2)=[CH:5][CH:4]=1, predict the reactants needed to synthesize it. The reactants are: [CH3:1][O:2][C:3]1[CH:8]=[CH:7][C:6]([C:9]2([CH3:16])[NH:14][C:13](=O)[CH2:12][O:11][CH2:10]2)=[CH:5][CH:4]=1.[CH3:17][NH2:18]. (4) Given the product [Br:7][C:8]1[CH:13]=[CH:12][CH:11]=[CH:10][C:9]=1[S:14][CH2:16][CH3:17], predict the reactants needed to synthesize it. The reactants are: C(=O)([O-])[O-].[K+].[K+].[Br:7][C:8]1[CH:13]=[CH:12][CH:11]=[CH:10][C:9]=1[SH:14].I[CH2:16][CH3:17].O.